Predict the reaction yield, written as a fraction of the theoretical maximum amount of product (1.0 means a 100% yield; for example, 0.34 means a 34% yield). From a dataset of Reaction yield outcomes from USPTO patents with 853,638 reactions. The reactants are [Cl:1][C:2]1[CH:7]=[CH:6][C:5]([C:8]2[C:14]3[CH:15]=[C:16]([O:19][CH3:20])[CH:17]=[CH:18][C:13]=3[N:12]3[C:21]([CH3:24])=[N:22][N:23]=[C:11]3[C@H:10]([CH2:25][C:26]([NH:28][CH2:29][CH2:30][N:31](C)[C:32](=O)OC(C)(C)C)=[O:27])[N:9]=2)=[CH:4][CH:3]=1.[F:40][C:41]([F:46])([F:45])[C:42]([OH:44])=[O:43]. The catalyst is C(Cl)Cl. The product is [F:40][C:41]([F:46])([F:45])[C:42]([OH:44])=[O:43].[Cl:1][C:2]1[CH:7]=[CH:6][C:5]([C:8]2[C:14]3[CH:15]=[C:16]([O:19][CH3:20])[CH:17]=[CH:18][C:13]=3[N:12]3[C:21]([CH3:24])=[N:22][N:23]=[C:11]3[C@H:10]([CH2:25][C:26]([NH:28][CH2:29][CH2:30][NH:31][CH3:32])=[O:27])[N:9]=2)=[CH:4][CH:3]=1. The yield is 0.950.